Dataset: Full USPTO retrosynthesis dataset with 1.9M reactions from patents (1976-2016). Task: Predict the reactants needed to synthesize the given product. Given the product [CH2:1]([O:3][C:4]([C:6]1[CH:10]=[N:9][N:8]([CH:12]2[CH2:17][CH2:16][CH2:15][CH2:14][CH2:13]2)[C:7]=1[NH2:11])=[O:5])[CH3:2], predict the reactants needed to synthesize it. The reactants are: [CH2:1]([O:3][C:4]([C:6]1[C:7]([NH2:11])=[N:8][NH:9][CH:10]=1)=[O:5])[CH3:2].[CH:12]1(Br)[CH2:17][CH2:16][CH2:15][CH2:14][CH2:13]1.C(=O)([O-])[O-].[K+].[K+].[OH-].[Na+].